Task: Predict which catalyst facilitates the given reaction.. Dataset: Catalyst prediction with 721,799 reactions and 888 catalyst types from USPTO (1) Reactant: Br[CH2:2][C:3]1[CH:4]=[C:5]([C:12]2[CH:17]=[CH:16][C:15]([C:18]([F:21])([F:20])[F:19])=[CH:14][CH:13]=2)[CH:6]=[CH:7][C:8]=1[N+:9]([O-:11])=[O:10].[CH2:22]([O:24][C:25](=[O:28])[CH2:26][SH:27])[CH3:23].C(=O)([O-])[O-].[K+].[K+]. Product: [N+:9]([C:8]1[CH:7]=[CH:6][C:5]([C:12]2[CH:17]=[CH:16][C:15]([C:18]([F:21])([F:20])[F:19])=[CH:14][CH:13]=2)=[CH:4][C:3]=1[CH2:2][S:27][CH2:26][C:25]([O:24][CH2:22][CH3:23])=[O:28])([O-:11])=[O:10]. The catalyst class is: 3. (2) Reactant: [OH:1][CH:2]([CH3:14])[CH2:3][C:4]1[O:8][N:7]=[C:6]([C:9]([O:11][CH2:12][CH3:13])=[O:10])[CH:5]=1.CC(C)=O.OS(O)(=O)=O.O=[Cr](=O)=O.CO.O. Product: [O:1]=[C:2]([CH3:14])[CH2:3][C:4]1[O:8][N:7]=[C:6]([C:9]([O:11][CH2:12][CH3:13])=[O:10])[CH:5]=1. The catalyst class is: 21. (3) Reactant: Br[C:2]1[CH:3]=[CH:4][C:5]2[O:11][CH2:10][CH2:9][N:8]3[CH:12]=[C:13]([C:15]4[N:19]([CH:20]([CH3:22])[CH3:21])[N:18]=[C:17]([NH2:23])[N:16]=4)[N:14]=[C:7]3[C:6]=2[CH:24]=1.[Cl:25][C:26]1[CH:31]=[CH:30][C:29](B(O)O)=[CH:28][CH:27]=1.C([O-])([O-])=O.[Cs+].[Cs+].O. Product: [Cl:25][C:26]1[CH:31]=[CH:30][C:29]([C:2]2[CH:3]=[CH:4][C:5]3[O:11][CH2:10][CH2:9][N:8]4[CH:12]=[C:13]([C:15]5[N:19]([CH:20]([CH3:21])[CH3:22])[N:18]=[C:17]([NH2:23])[N:16]=5)[N:14]=[C:7]4[C:6]=3[CH:24]=2)=[CH:28][CH:27]=1. The catalyst class is: 12.